Task: Predict which catalyst facilitates the given reaction.. Dataset: Catalyst prediction with 721,799 reactions and 888 catalyst types from USPTO (1) Reactant: [CH2:1]([N:3]=[C:4]=[O:5])[CH3:2].[Br:6][C:7]1[CH:8]=[C:9]([NH2:13])[CH:10]=[N:11][CH:12]=1. Product: [Br:6][C:7]1[CH:8]=[C:9]([NH:13][C:4]([NH:3][CH2:1][CH3:2])=[O:5])[CH:10]=[N:11][CH:12]=1. The catalyst class is: 57. (2) Reactant: [Cl:1][C:2]1[CH:7]=[CH:6][CH:5]=[C:4]([Cl:8])[C:3]=1[NH:9][C:10]1[NH:22][C:21]2[C:16]3[N:17]=[C:18]([CH3:20])[O:19][C:15]=3[C:14]([C:23]([O:25]C)=[O:24])=[CH:13][C:12]=2[N:11]=1.[OH-].[Na+].C(O)(=O)C. Product: [Cl:8][C:4]1[CH:5]=[CH:6][CH:7]=[C:2]([Cl:1])[C:3]=1[NH:9][C:10]1[NH:22][C:21]2[C:16]3[N:17]=[C:18]([CH3:20])[O:19][C:15]=3[C:14]([C:23]([OH:25])=[O:24])=[CH:13][C:12]=2[N:11]=1. The catalyst class is: 5.